Predict the product of the given reaction. From a dataset of Forward reaction prediction with 1.9M reactions from USPTO patents (1976-2016). Given the reactants [CH:1]1([N:4]2[C:12]3[C:7](=[C:8]([O:18][CH3:19])[CH:9]=[C:10]([C:13]([O:15][CH2:16][CH3:17])=[O:14])[CH:11]=3)[CH:6]=[CH:5]2)[CH2:3][CH2:2]1.[CH2:20](I)C, predict the reaction product. The product is: [CH:1]1([N:4]2[C:12]3[C:7](=[C:8]([O:18][CH2:19][CH3:20])[CH:9]=[C:10]([C:13]([O:15][CH2:16][CH3:17])=[O:14])[CH:11]=3)[CH:6]=[CH:5]2)[CH2:2][CH2:3]1.